From a dataset of Reaction yield outcomes from USPTO patents with 853,638 reactions. Predict the reaction yield, written as a fraction of the theoretical maximum amount of product (1.0 means a 100% yield; for example, 0.34 means a 34% yield). (1) The reactants are [CH3:1][S:2]([N:5]1[CH2:10][CH2:9][CH:8]([NH2:11])[CH2:7][CH2:6]1)(=[O:4])=[O:3].[CH2:12]([O:14][C:15](=[O:20])[C:16](Br)([CH3:18])[CH3:17])[CH3:13].O. The catalyst is CN(C=O)C. The product is [CH2:12]([O:14][C:15](=[O:20])[C:16]([NH:11][CH:8]1[CH2:7][CH2:6][N:5]([S:2]([CH3:1])(=[O:4])=[O:3])[CH2:10][CH2:9]1)([CH3:18])[CH3:17])[CH3:13]. The yield is 0.140. (2) The reactants are C(OC([N:8]1[CH2:13][CH2:12][CH:11]([CH2:14][N:15]([S:26]([C:29]2[CH:34]=[CH:33][C:32]([Cl:35])=[CH:31][CH:30]=2)(=[O:28])=[O:27])[C@@H:16]2[CH2:22][C:21]([F:24])([F:23])[CH2:20][CH2:19][NH:18][C:17]2=[O:25])[CH2:10][CH2:9]1)=O)(C)(C)C. The catalyst is FC(F)(F)C(O)=O.ClCCl. The product is [Cl:35][C:32]1[CH:33]=[CH:34][C:29]([S:26]([N:15]([C@@H:16]2[CH2:22][C:21]([F:24])([F:23])[CH2:20][CH2:19][NH:18][C:17]2=[O:25])[CH2:14][CH:11]2[CH2:10][CH2:9][NH:8][CH2:13][CH2:12]2)(=[O:27])=[O:28])=[CH:30][CH:31]=1. The yield is 0.940. (3) The reactants are Cl.[CH3:2][CH:3]([O:5][C:6]1[CH:13]=[CH:12][C:11]([C:14]2[S:15][C:16]([C:19]3[C:20]([CH3:29])=[C:21]4[C:26](=[CH:27][CH:28]=3)[CH2:25][NH:24][CH2:23][CH2:22]4)=[N:17][N:18]=2)=[CH:10][C:7]=1[C:8]#[N:9])[CH3:4].[C:30]([O:34][CH2:35][CH3:36])(=[O:33])[CH:31]=[CH2:32].C1CCN2C(=NCCC2)CC1. The catalyst is C(#N)C.C(OCC)(=O)C. The product is [C:8]([C:7]1[CH:10]=[C:11]([C:14]2[S:15][C:16]([C:19]3[C:20]([CH3:29])=[C:21]4[C:26](=[CH:27][CH:28]=3)[CH2:25][N:24]([CH2:32][CH2:31][C:30]([O:34][CH2:35][CH3:36])=[O:33])[CH2:23][CH2:22]4)=[N:17][N:18]=2)[CH:12]=[CH:13][C:6]=1[O:5][CH:3]([CH3:2])[CH3:4])#[N:9]. The yield is 0.910. (4) The reactants are F[C:2]1[CH:7]=[CH:6][C:5]([N+:8]([O-:10])=[O:9])=[CH:4][CH:3]=1.[C:11]([NH:14][CH:15]1[CH2:19][CH2:18][NH:17][CH2:16]1)(=[O:13])[CH3:12].C(=O)([O-])[O-].[K+].[K+].O. The product is [N+:8]([C:5]1[CH:6]=[CH:7][C:2]([N:17]2[CH2:18][CH2:19][CH:15]([NH:14][C:11](=[O:13])[CH3:12])[CH2:16]2)=[CH:3][CH:4]=1)([O-:10])=[O:9]. The catalyst is CN1C(=O)CCC1. The yield is 1.00. (5) The reactants are [Cl:1][S:2]([C:5]1[CH:6]=[C:7]([CH:11]=[CH:12][CH:13]=1)[C:8](Cl)=[O:9])(=[O:4])=[O:3].N1C=CC=CC=1.[CH3:20][OH:21]. The product is [Cl:1][S:2]([C:5]1[CH:6]=[C:7]([CH:11]=[CH:12][CH:13]=1)[C:8]([O:21][CH3:20])=[O:9])(=[O:4])=[O:3]. The catalyst is ClCCl. The yield is 0.920. (6) The reactants are C(O)(C(F)(F)F)=O.P(Cl)(Cl)(Cl)=O.C(O[CH:16](OCC)[C@@H:17]([C:25]([O:27][CH2:28][CH3:29])=[O:26])[N:18]=[CH:19][C:20]1[NH:21][CH:22]=[CH:23][CH:24]=1)C.C([O-])(O)=O.[Na+]. The catalyst is ClCCCl. The product is [CH:19]1[C:20]2[N:21]([CH:22]=[CH:23][CH:24]=2)[CH:16]=[C:17]([C:25]([O:27][CH2:28][CH3:29])=[O:26])[N:18]=1. The yield is 0.240. (7) The reactants are [CH:1]([C:3]1[C:11]2[C:6](=[N:7][CH:8]=[CH:9][C:10]=2[C:12]2[CH:22]=[CH:21][C:15]([C:16]([N:18]([CH3:20])[CH3:19])=[O:17])=[CH:14][CH:13]=2)[N:5]([CH3:23])[CH:4]=1)=O.[OH:24][C:25]1[C:30]2[C:31](=[O:34])[CH2:32][O:33][C:29]=2[CH:28]=[CH:27][CH:26]=1.Cl. The catalyst is C(O)C. The product is [OH:24][C:25]1[C:30]2[C:31](=[O:34])/[C:32](=[CH:1]/[C:3]3[C:11]4[C:6](=[N:7][CH:8]=[CH:9][C:10]=4[C:12]4[CH:22]=[CH:21][C:15]([C:16]([N:18]([CH3:20])[CH3:19])=[O:17])=[CH:14][CH:13]=4)[N:5]([CH3:23])[CH:4]=3)/[O:33][C:29]=2[CH:28]=[CH:27][CH:26]=1. The yield is 0.690. (8) The reactants are [Cl:1][C:2]1[CH:27]=[CH:26][CH:25]=[C:24]([Cl:28])[C:3]=1[C:4]([NH:6][C:7]1[CH:12]=[CH:11][N:10]=[C:9]([NH:13][C:14]2[CH:19]=[C:18]([CH:20]([CH3:22])[CH3:21])[N:17]=[C:16](Cl)[N:15]=2)[CH:8]=1)=[O:5].C(N(C(C)C)CC)(C)C.[CH3:38][S:39]([N:42]1[CH2:47][CH2:46][NH:45][CH2:44][CH2:43]1)(=[O:41])=[O:40]. The catalyst is C(O)C. The product is [Cl:28][C:24]1[CH:25]=[CH:26][CH:27]=[C:2]([Cl:1])[C:3]=1[C:4]([NH:6][C:7]1[CH:12]=[CH:11][N:10]=[C:9]([NH:13][C:14]2[CH:19]=[C:18]([CH:20]([CH3:22])[CH3:21])[N:17]=[C:16]([N:45]3[CH2:46][CH2:47][N:42]([S:39]([CH3:38])(=[O:41])=[O:40])[CH2:43][CH2:44]3)[N:15]=2)[CH:8]=1)=[O:5]. The yield is 0.460. (9) The reactants are O[CH2:2][CH2:3][C:4]1[CH:12]=[C:11]2[C:7]([CH:8]=[CH:9][NH:10]2)=[CH:6][CH:5]=1.CCN(CC)CC.[CH3:20][S:21](Cl)(=[O:23])=[O:22]. The catalyst is ClCCl. The product is [CH3:20][S:21]([CH2:2][CH2:3][C:4]1[CH:12]=[C:11]2[C:7]([CH:8]=[CH:9][NH:10]2)=[CH:6][CH:5]=1)(=[O:23])=[O:22]. The yield is 1.00. (10) The reactants are [CH2:1]([N:3]1[C:7](B2OC(C)(C)C(C)(C)O2)=[CH:6][CH:5]=[N:4]1)[CH3:2].C(=O)([O-])[O-].[K+].[K+].Br[C:24]1[CH:25]=[C:26]([C:30]([O:32][CH3:33])=[O:31])[O:27][C:28]=1[Cl:29]. The catalyst is COCCOC.O.C(Cl)Cl.CC(C)([P](C(C)(C)C)([Pd][P](C(C)(C)C)(C(C)(C)C)C(C)(C)C)C(C)(C)C)C. The product is [Cl:29][C:28]1[O:27][C:26]([C:30]([O:32][CH3:33])=[O:31])=[CH:25][C:24]=1[C:7]1[N:3]([CH2:1][CH3:2])[N:4]=[CH:5][CH:6]=1. The yield is 0.501.